Dataset: NCI-60 drug combinations with 297,098 pairs across 59 cell lines. Task: Regression. Given two drug SMILES strings and cell line genomic features, predict the synergy score measuring deviation from expected non-interaction effect. (1) Drug 1: C1CC(=O)NC(=O)C1N2CC3=C(C2=O)C=CC=C3N. Drug 2: C1CCC(CC1)NC(=O)N(CCCl)N=O. Cell line: HL-60(TB). Synergy scores: CSS=17.9, Synergy_ZIP=-9.91, Synergy_Bliss=-13.0, Synergy_Loewe=-29.8, Synergy_HSA=-11.2. (2) Drug 1: CN(CCCl)CCCl.Cl. Drug 2: C(CC(=O)O)C(=O)CN.Cl. Cell line: SF-268. Synergy scores: CSS=20.2, Synergy_ZIP=-6.04, Synergy_Bliss=1.08, Synergy_Loewe=-2.47, Synergy_HSA=2.21.